The task is: Predict which catalyst facilitates the given reaction.. This data is from Catalyst prediction with 721,799 reactions and 888 catalyst types from USPTO. (1) Reactant: [CH2:1]([N:3]([CH2:30][CH3:31])[CH2:4][CH2:5][O:6][C:7]1[CH:8]=[CH:9][C:10]2[C:14]3[CH:15]=[CH:16][C:17]([O:19][CH2:20][CH2:21][N:22]([CH2:25][CH3:26])[CH2:23][CH3:24])=[CH:18][C:13]=3[S:12](=O)(=O)[C:11]=2[CH:29]=1)[CH3:2].[H-].[Al+3].[Li+].[H-].[H-].[H-]. The catalyst class is: 1. Product: [CH2:30]([N:3]([CH2:1][CH3:2])[CH2:4][CH2:5][O:6][C:7]1[CH:8]=[CH:9][C:10]2[C:14]3[CH:15]=[CH:16][C:17]([O:19][CH2:20][CH2:21][N:22]([CH2:25][CH3:26])[CH2:23][CH3:24])=[CH:18][C:13]=3[S:12][C:11]=2[CH:29]=1)[CH3:31]. (2) Reactant: [CH3:1][O:2][NH:3][CH2:4][C:5]1[C:14]2([CH2:17][CH2:16][CH2:15]2)[O:13][C:12]2[C:7](=[C:8]([CH3:20])[C:9]([OH:19])=[C:10]([CH3:18])[CH:11]=2)[CH:6]=1. Product: [CH3:1][O:2][NH:3][CH2:4][CH:5]1[C:14]2([CH2:15][CH2:16][CH2:17]2)[O:13][C:12]2[C:7](=[C:8]([CH3:20])[C:9]([OH:19])=[C:10]([CH3:18])[CH:11]=2)[CH2:6]1. The catalyst class is: 78. (3) Reactant: [Cl:1][C:2]1[C:3]([C:19]([O:21][CH2:22][CH3:23])=[O:20])=[C:4]2[CH:9]=[CH:8][CH:7]=[N:6][N:5]2[C:10]=1[CH:11]([CH:13]1[CH2:18][CH2:17][NH:16][CH2:15][CH2:14]1)[CH3:12].C(N(C(C)C)C(C)C)C.[CH3:33][C:34]1([CH3:37])[CH2:36][O:35]1. Product: [Cl:1][C:2]1[C:3]([C:19]([O:21][CH2:22][CH3:23])=[O:20])=[C:4]2[CH:9]=[CH:8][CH:7]=[N:6][N:5]2[C:10]=1[CH:11]([CH:13]1[CH2:18][CH2:17][N:16]([CH2:33][C:34]([OH:35])([CH3:37])[CH3:36])[CH2:15][CH2:14]1)[CH3:12]. The catalyst class is: 5. (4) Reactant: Cl.[CH3:2][C:3]1[NH:7][C:6]2[CH:8]=[CH:9][C:10]([C:12]3[CH:13]=[CH:14][C:15]4[O:21][CH2:20][CH2:19][NH:18][CH2:17][C:16]=4[CH:22]=3)=[CH:11][C:5]=2[N:4]=1.Cl[C:24]1[C:29]([CH:30]([CH3:32])[CH3:31])=[C:28]([CH3:33])[N:27]=[C:26]([S:34][CH3:35])[N:25]=1.C(N(C(C)C)CC)(C)C.[Cl-].[Li+]. Product: [CH3:2][C:3]1[NH:7][C:6]2[CH:8]=[CH:9][C:10]([C:12]3[CH:13]=[CH:14][C:15]4[O:21][CH2:20][CH2:19][N:18]([C:24]5[C:29]([CH:30]([CH3:32])[CH3:31])=[C:28]([CH3:33])[N:27]=[C:26]([S:34][CH3:35])[N:25]=5)[CH2:17][C:16]=4[CH:22]=3)=[CH:11][C:5]=2[N:4]=1. The catalyst class is: 44. (5) Reactant: [S:1]1[C:5]2[CH:6]=[CH:7][CH:8]=[CH:9][C:4]=2[N:3]=[C:2]1[NH:10][C:11]([N:13]1[C:22]2[C:17](=[CH:18][CH:19]=[C:20]([C:23]3[N:28]=[C:27]([C:29]([O:31]C)=[O:30])[C:26]([C:33]4[CH:38]=[CH:37][CH:36]=[CH:35][CH:34]=4)=[CH:25][CH:24]=3)[CH:21]=2)[CH2:16][CH2:15][CH2:14]1)=[O:12].[Li+].[OH-]. Product: [S:1]1[C:5]2[CH:6]=[CH:7][CH:8]=[CH:9][C:4]=2[N:3]=[C:2]1[NH:10][C:11]([N:13]1[C:22]2[C:17](=[CH:18][CH:19]=[C:20]([C:23]3[N:28]=[C:27]([C:29]([OH:31])=[O:30])[C:26]([C:33]4[CH:38]=[CH:37][CH:36]=[CH:35][CH:34]=4)=[CH:25][CH:24]=3)[CH:21]=2)[CH2:16][CH2:15][CH2:14]1)=[O:12]. The catalyst class is: 24. (6) Reactant: [C:1]1([N:7]=[C:8]=[O:9])[CH:6]=[CH:5][CH:4]=[CH:3][CH:2]=1.[NH2:10][C:11]1[CH:12]=[C:13]([CH:29]=[CH:30][CH:31]=1)[CH2:14][NH:15][C:16]1[C:25]2[C:20](=[C:21]([C:26]([NH2:28])=[O:27])[CH:22]=[CH:23][CH:24]=2)[N:19]=[CH:18][N:17]=1.C(N(CC)CC)C. Product: [NH:7]([C:8]([NH:10][C:11]1[CH:12]=[C:13]([CH:29]=[CH:30][CH:31]=1)[CH2:14][NH:15][C:16]1[C:25]2[C:20](=[C:21]([C:26]([NH2:28])=[O:27])[CH:22]=[CH:23][CH:24]=2)[N:19]=[CH:18][N:17]=1)=[O:9])[C:1]1[CH:6]=[CH:5][CH:4]=[CH:3][CH:2]=1. The catalyst class is: 2. (7) The catalyst class is: 816. Product: [NH2:31][C:25]1[NH:26][C:27]2[CH:28]=[C:43]([C:2]3[N:3]=[C:4]4[N:15]([CH2:16][CH:17]5[CH2:18][CH2:19][O:20][CH2:21][CH2:22]5)[C:10](=[O:12])[CH2:9][NH:8][C:5]4=[N:6][CH:7]=3)[CH:42]=[C:41]([CH3:40])[C:44]=2[N:45]=1. Reactant: Br[C:2]1[N:3]=[C:4]([NH:15][CH2:16][CH:17]2[CH2:22][CH2:21][O:20][CH2:19][CH2:18]2)[C:5]([NH:8][CH2:9][C:10]([O:12]CC)=O)=[N:6][CH:7]=1.BrC1[C:25]([NH:31]CC(OCC)=O)=[N:26][CH:27]=[C:28](Br)N=1.O1[CH2:43][CH2:42][CH:41]([CH2:44][NH2:45])[CH2:40]C1.C(N(CC)C(C)C)(C)C.